Dataset: hERG potassium channel inhibition data for cardiac toxicity prediction from Karim et al.. Task: Regression/Classification. Given a drug SMILES string, predict its toxicity properties. Task type varies by dataset: regression for continuous values (e.g., LD50, hERG inhibition percentage) or binary classification for toxic/non-toxic outcomes (e.g., AMES mutagenicity, cardiotoxicity, hepatotoxicity). Dataset: herg_karim. (1) The drug is CCCCc1cc(OC2CCN(CCNS(=O)(=O)CC)CC2)c2ncccc2c1.Cl.Cl. The result is 1 (blocker). (2) The molecule is CCCCN(CCCC)CC(O)c1cc(Cl)cc2c1-c1ccc(Cl)cc1/C2=C/c1ccc(Cl)cc1. The result is 1 (blocker). (3) The molecule is Cc1nc(CN2CCN(c3c(Cl)cnc4[nH]c(-c5cn(C)nc5C)nc34)CC2)no1. The result is 1 (blocker). (4) The drug is C[C@@H]1CCCN1CCCOc1ccc(C2=NNC(=O)C3CC23)cc1. The result is 0 (non-blocker). (5) The compound is O=C(CNC(=O)c1cccc(C(F)(F)F)c1)NC1CN(C2CCC(c3cnccn3)CC2)C1. The result is 1 (blocker). (6) The molecule is OCC[NH+]1CC[NH+](CCCN2c3ccccc3Sc3ccc(Cl)cc32)CC1. The result is 1 (blocker). (7) The compound is COc1ncc(-c2nc(NCc3ccccn3)c3c(-c4ccccc4)cccc3n2)cn1. The result is 0 (non-blocker).